Dataset: Full USPTO retrosynthesis dataset with 1.9M reactions from patents (1976-2016). Task: Predict the reactants needed to synthesize the given product. (1) The reactants are: C([N:8]1[CH2:13][CH2:12][C:11]2([C:17]3[CH:18]=[CH:19][C:20]([Cl:22])=[CH:21][C:16]=3[CH2:15][O:14]2)[CH2:10][CH2:9]1)C1C=CC=CC=1.ClC(OCCCl)=O. Given the product [Cl:22][C:20]1[CH:19]=[CH:18][C:17]2[C:11]3([O:14][CH2:15][C:16]=2[CH:21]=1)[CH2:10][CH2:9][NH:8][CH2:13][CH2:12]3, predict the reactants needed to synthesize it. (2) Given the product [C:49]([O:53][C:54](=[O:55])[N:56]([C@@H:57]([CH:61]1[CH2:63][CH2:62]1)[C:58]([NH:12][C@@H:13]([CH:41]1[CH2:46][CH2:45][C:44]([F:47])([F:48])[CH2:43][CH2:42]1)[C:14]([N:16]1[C@H:21]([C:22](=[O:23])[NH:24][C@H:25]2[C:34]3[C:29](=[CH:30][CH:31]=[CH:32][CH:33]=3)[O:28][CH2:27][CH2:26]2)[CH2:20][N:19]2[CH2:35][C@H:36]([O:38][CH2:39][CH3:40])[CH2:37][C@@H:18]2[CH2:17]1)=[O:15])=[O:59])[CH3:64])([CH3:52])([CH3:50])[CH3:51], predict the reactants needed to synthesize it. The reactants are: C(N(CC)C(C)C)(C)C.Cl.Cl.[NH2:12][C@@H:13]([CH:41]1[CH2:46][CH2:45][C:44]([F:48])([F:47])[CH2:43][CH2:42]1)[C:14]([N:16]1[C@H:21]([C:22]([NH:24][C@H:25]2[C:34]3[C:29](=[CH:30][CH:31]=[CH:32][CH:33]=3)[O:28][CH2:27][CH2:26]2)=[O:23])[CH2:20][N:19]2[CH2:35][C@H:36]([O:38][CH2:39][CH3:40])[CH2:37][C@@H:18]2[CH2:17]1)=[O:15].[C:49]([O:53][C:54]([N:56]([CH3:64])[C@@H:57]([CH:61]1[CH2:63][CH2:62]1)[C:58](O)=[O:59])=[O:55])([CH3:52])([CH3:51])[CH3:50].Cl.C(N=C=NCCCN(C)C)C.ON1C2C=CC=CC=2N=N1. (3) Given the product [CH:1]([O:4][C:5]([N:7]1[C@H:11]([CH2:12][CH3:13])[CH2:10][C@H:9]([N:14]([C:15]2[N:20]=[CH:19][C:18]([Br:21])=[CH:17][N:16]=2)[CH2:35][C:34]2[CH:37]=[C:38]([C:40]([F:41])([F:42])[F:43])[CH:39]=[C:32]([Cl:31])[CH:33]=2)[C@@H:8]1[CH2:22][C:23]1[CH:28]=[CH:27][CH:26]=[CH:25][CH:24]=1)=[O:6])([CH3:2])[CH3:3], predict the reactants needed to synthesize it. The reactants are: [CH:1]([O:4][C:5]([N:7]1[C@H:11]([CH2:12][CH3:13])[CH2:10][C@H:9]([NH:14][C:15]2[N:20]=[CH:19][C:18]([Br:21])=[CH:17][N:16]=2)[C@@H:8]1[CH2:22][C:23]1[CH:28]=[CH:27][CH:26]=[CH:25][CH:24]=1)=[O:6])([CH3:3])[CH3:2].[H-].[Na+].[Cl:31][C:32]1[CH:33]=[C:34]([CH:37]=[C:38]([C:40]([F:43])([F:42])[F:41])[CH:39]=1)[CH2:35]Br. (4) Given the product [C:16]([O:8][C:4]1[CH:5]=[CH:6][CH:7]=[C:2]([Br:1])[CH:3]=1)(=[O:18])[CH3:17], predict the reactants needed to synthesize it. The reactants are: [Br:1][C:2]1[CH:3]=[C:4]([OH:8])[CH:5]=[CH:6][CH:7]=1.C(N(CC)CC)C.[C:16](OC(=O)C)(=[O:18])[CH3:17]. (5) The reactants are: C([O:3][C:4]([C:6]1[N:7]=[C:8]([NH2:11])[S:9][CH:10]=1)=[O:5])C.[C:12](Cl)([C:25]1[CH:30]=[CH:29][CH:28]=[CH:27][CH:26]=1)([C:19]1[CH:24]=[CH:23][CH:22]=[CH:21][CH:20]=1)[C:13]1[CH:18]=[CH:17][CH:16]=[CH:15][CH:14]=1. Given the product [C:12]([NH:11][C:8]1[S:9][CH:10]=[C:6]([C:4]([OH:3])=[O:5])[N:7]=1)([C:13]1[CH:18]=[CH:17][CH:16]=[CH:15][CH:14]=1)([C:25]1[CH:26]=[CH:27][CH:28]=[CH:29][CH:30]=1)[C:19]1[CH:20]=[CH:21][CH:22]=[CH:23][CH:24]=1, predict the reactants needed to synthesize it. (6) Given the product [Cl:8][C:9]1[CH:10]=[C:11]([C:33]([NH:7][S:4]([CH3:3])(=[O:6])=[O:5])=[O:34])[CH:12]=[C:13]2[C:18]=1[NH:17][CH:16]([C:19]1[CH:24]=[CH:23][CH:22]=[C:21]([N:25]3[CH2:26][CH2:27][O:28][CH2:29][CH2:30]3)[CH:20]=1)[C:15]([CH3:31])([CH3:32])[CH2:14]2, predict the reactants needed to synthesize it. The reactants are: [H-].[Na+].[CH3:3][S:4]([NH2:7])(=[O:6])=[O:5].[Cl:8][C:9]1[CH:10]=[C:11]([C:33](O)=[O:34])[CH:12]=[C:13]2[C:18]=1[NH:17][CH:16]([C:19]1[CH:24]=[CH:23][CH:22]=[C:21]([N:25]3[CH2:30][CH2:29][O:28][CH2:27][CH2:26]3)[CH:20]=1)[C:15]([CH3:32])([CH3:31])[CH2:14]2.C(N1C=CN=C1)(N1C=CN=C1)=O. (7) Given the product [C:1]([O:5][C:6](=[O:31])[NH:7][CH2:8][CH2:9][C:10]1[N:15]=[C:14]([C:16]2[CH:24]=[CH:23][CH:22]=[C:21]3[C:17]=2[CH:18]=[CH:19][N:20]3[S:40]([C:34]2[CH:39]=[CH:38][CH:37]=[CH:36][CH:35]=2)(=[O:42])=[O:41])[CH:13]=[C:12]([N:25]2[CH2:26][CH2:27][O:28][CH2:29][CH2:30]2)[N:11]=1)([CH3:4])([CH3:2])[CH3:3], predict the reactants needed to synthesize it. The reactants are: [C:1]([O:5][C:6](=[O:31])[NH:7][CH2:8][CH2:9][C:10]1[N:15]=[C:14]([C:16]2[CH:24]=[CH:23][CH:22]=[C:21]3[C:17]=2[CH:18]=[CH:19][NH:20]3)[CH:13]=[C:12]([N:25]2[CH2:30][CH2:29][O:28][CH2:27][CH2:26]2)[N:11]=1)([CH3:4])([CH3:3])[CH3:2].[H-].[Na+].[C:34]1([S:40](Cl)(=[O:42])=[O:41])[CH:39]=[CH:38][CH:37]=[CH:36][CH:35]=1.C([O-])(O)=O.[Na+]. (8) Given the product [Cl:1][C:2]1[CH:3]=[C:4]2[C:8](=[CH:9][CH:10]=1)[NH:7][CH:6]=[C:5]2[CH2:11][CH2:12][NH:13][C:14]([C:15]1[CH:20]=[CH:19][C:18]([C:28]2[CH:27]=[CH:26][CH:25]=[C:24]([F:23])[CH:29]=2)=[CH:17][CH:16]=1)=[O:22], predict the reactants needed to synthesize it. The reactants are: [Cl:1][C:2]1[CH:3]=[C:4]2[C:8](=[CH:9][CH:10]=1)[NH:7][CH:6]=[C:5]2[CH2:11][CH2:12][NH:13][C:14](=[O:22])[C:15]1[CH:20]=[CH:19][C:18](I)=[CH:17][CH:16]=1.[F:23][C:24]1[CH:25]=[C:26](B(O)O)[CH:27]=[CH:28][CH:29]=1.C(=O)([O-])[O-].[Na+].[Na+]. (9) Given the product [O:9]1[C:5]2[CH:4]=[CH:3][C:2]([CH:18]=[O:19])=[CH:10][C:6]=2[CH2:7][CH2:8]1, predict the reactants needed to synthesize it. The reactants are: Br[C:2]1[CH:3]=[CH:4][C:5]2[O:9][CH2:8][CH2:7][C:6]=2[CH:10]=1.C([Li])CCC.CN(C)[CH:18]=[O:19].Cl. (10) Given the product [CH2:1]([O:8][CH2:9][CH2:10][O:11][CH2:12][C:13]1[CH:14]=[CH:15][C:16]([CH:19]2[CH:24]([O:25][CH2:26][C:27]3[CH:36]=[CH:35][C:34]4[C:29](=[CH:30][CH:31]=[CH:32][CH:33]=4)[CH:28]=3)[CH2:23][N:22]([C:37]([O:39][C:40]([CH3:41])([CH3:42])[CH3:43])=[O:38])[CH2:21][CH:20]2[CH2:44][O:45][CH3:46])=[CH:17][CH:18]=1)[C:2]1[CH:3]=[CH:4][CH:5]=[CH:6][CH:7]=1, predict the reactants needed to synthesize it. The reactants are: [CH2:1]([O:8][CH2:9][CH2:10][O:11][CH2:12][C:13]1[CH:18]=[CH:17][C:16]([CH:19]2[CH:24]([O:25][CH2:26][C:27]3[CH:36]=[CH:35][C:34]4[C:29](=[CH:30][CH:31]=[CH:32][CH:33]=4)[CH:28]=3)[CH2:23][N:22]([C:37]([O:39][C:40]([CH3:43])([CH3:42])[CH3:41])=[O:38])[CH2:21][CH:20]2[CH2:44][OH:45])=[CH:15][CH:14]=1)[C:2]1[CH:7]=[CH:6][CH:5]=[CH:4][CH:3]=1.[CH3:46]I.